Dataset: Reaction yield outcomes from USPTO patents with 853,638 reactions. Task: Predict the reaction yield, written as a fraction of the theoretical maximum amount of product (1.0 means a 100% yield; for example, 0.34 means a 34% yield). The yield is 0.490. The reactants are [C:1]([O:5][C:6]([NH:8][C@H:9]1[CH2:13][CH2:12][C:11]([C:18]([OH:21])([CH3:20])[CH3:19])([C:14]([O:16]C)=[O:15])[CH2:10]1)=[O:7])([CH3:4])([CH3:3])[CH3:2].CO.O.O.[OH-].[Li+]. The product is [C:1]([O:5][C:6]([NH:8][C@H:9]1[CH2:13][CH2:12][C:11]([C:18]([OH:21])([CH3:20])[CH3:19])([C:14]([OH:16])=[O:15])[CH2:10]1)=[O:7])([CH3:4])([CH3:2])[CH3:3]. The catalyst is O1CCCC1.